Dataset: Catalyst prediction with 721,799 reactions and 888 catalyst types from USPTO. Task: Predict which catalyst facilitates the given reaction. (1) Reactant: [C:1]([O:5][C:6]([CH:8]1[CH2:13][CH2:12][CH2:11][NH:10][CH:9]1[C:14]([OH:16])=O)=[O:7])([CH3:4])([CH3:3])[CH3:2].[CH:17]([C:20]1[CH:21]=[C:22]([C:26]2[CH2:27][CH2:28][NH:29][CH2:30][CH:31]=2)[CH:23]=[CH:24][CH:25]=1)([CH3:19])[CH3:18].C1CN([P+](ON2N=NC3C=CC=CC2=3)(N2CCCC2)N2CCCC2)CC1.F[P-](F)(F)(F)(F)F.C(N(C(C)C)CC)(C)C. Product: [C:1]([O:5][C:6]([CH:8]1[CH2:13][CH2:12][CH2:11][NH:10][CH:9]1[C:14]([N:29]1[CH2:28][CH:27]=[C:26]([C:22]2[CH:23]=[CH:24][CH:25]=[C:20]([CH:17]([CH3:19])[CH3:18])[CH:21]=2)[CH2:31][CH2:30]1)=[O:16])=[O:7])([CH3:2])([CH3:3])[CH3:4]. The catalyst class is: 31. (2) Reactant: [CH3:1][C:2]1([C:9]([OH:11])=[O:10])[CH2:7][CH2:6][CH2:5][CH2:4][C:3]1=[O:8].[CH3:12][N:13]([C:17]1[CH:22]=[CH:21][CH:20]=[CH:19][N:18]=1)[CH2:14][CH2:15]O.C(N(C(C)C)C(C)C)C. Product: [CH3:1][C:2]1([C:9]([O:11][CH2:15][CH2:14][N:13]([CH3:12])[C:17]2[CH:22]=[CH:21][CH:20]=[CH:19][N:18]=2)=[O:10])[CH2:7][CH2:6][CH2:5][CH2:4][C:3]1=[O:8]. The catalyst class is: 91. (3) Reactant: C(OC/C=[C:7](\[CH2:9][CH2:10]/[CH:11]=[C:12](/[CH2:14][CH2:15][CH:16]=[C:17]([CH3:19])C)\C)/C)(=O)C. Product: [CH2:7]1[C@H:9]2[C@@H:15]([CH2:14][CH2:12][CH2:11][CH2:10]2)[CH2:16][CH2:17][CH2:19]1. The catalyst class is: 463. (4) Product: [C:22]([O:21][C:19]([NH:1][CH:2]([C:6]1[CH:11]=[CH:10][CH:9]=[C:8]([Cl:12])[C:7]=1[Cl:13])[C:3]([OH:5])=[O:4])=[O:20])([CH3:25])([CH3:24])[CH3:23]. Reactant: [NH2:1][CH:2]([C:6]1[CH:11]=[CH:10][CH:9]=[C:8]([Cl:12])[C:7]=1[Cl:13])[C:3]([OH:5])=[O:4].C(=O)(O)[O-].[Na+].[C:19](O[C:19]([O:21][C:22]([CH3:25])([CH3:24])[CH3:23])=[O:20])([O:21][C:22]([CH3:25])([CH3:24])[CH3:23])=[O:20].Cl. The catalyst class is: 12.